From a dataset of Full USPTO retrosynthesis dataset with 1.9M reactions from patents (1976-2016). Predict the reactants needed to synthesize the given product. (1) Given the product [Br:1][CH2:2][CH2:3][CH2:4][N:7]1[N:8]=[C:9]2[CH:14]=[CH:13][CH:12]=[CH:11][C:10]2=[N:6]1, predict the reactants needed to synthesize it. The reactants are: [Br:1][CH2:2][CH2:3][CH2:4]Br.[NH:6]1[C:10]2[CH:11]=[CH:12][CH:13]=[CH:14][C:9]=2[N:8]=[N:7]1.[OH-].[K+].O. (2) Given the product [Cl:1][C:2]1[CH:20]=[C:19]([CH:18]=[CH:17][C:3]=1[O:4][C:5]1[CH:16]=[CH:15][CH:14]=[C:7]([NH:8][CH2:9][C:10]([CH3:13])([CH3:12])[CH3:11])[CH:6]=1)[NH2:21], predict the reactants needed to synthesize it. The reactants are: [Cl:1][C:2]1[CH:20]=[C:19]([N+:21]([O-])=O)[CH:18]=[CH:17][C:3]=1[O:4][C:5]1[CH:6]=[C:7]([CH:14]=[CH:15][CH:16]=1)[NH:8][CH2:9][C:10]([CH3:13])([CH3:12])[CH3:11].C(O)C.[Cl-].[Ca+2].[Cl-]. (3) Given the product [Si:28]([O:29][CH2:30][CH:31]1[CH2:35][CH2:34][N:33]([C:2]2[CH:3]=[CH:4][C:5]([CH3:23])=[C:6]([CH:22]=2)[C:7]([NH:9][C:10]2[C:11]([CH3:21])=[C:12]([CH:17]=[CH:18][C:19]=2[CH3:20])[C:13]([O:15][CH3:16])=[O:14])=[O:8])[CH2:32]1)([C:24]([CH3:27])([CH3:26])[CH3:25])([CH3:37])[CH3:36], predict the reactants needed to synthesize it. The reactants are: Br[C:2]1[CH:3]=[CH:4][C:5]([CH3:23])=[C:6]([CH:22]=1)[C:7]([NH:9][C:10]1[C:11]([CH3:21])=[C:12]([CH:17]=[CH:18][C:19]=1[CH3:20])[C:13]([O:15][CH3:16])=[O:14])=[O:8].[C:24]([Si:28]([CH3:37])([CH3:36])[O:29][CH2:30][CH:31]1[CH2:35][CH2:34][NH:33][CH2:32]1)([CH3:27])([CH3:26])[CH3:25].C([O-])([O-])=O.[Cs+].[Cs+].COC1C=CC=C(OC)C=1C1C=CC=CC=1P(C1CCCCC1)C1CCCCC1.